Regression. Given a target protein amino acid sequence and a drug SMILES string, predict the binding affinity score between them. We predict pIC50 (pIC50 = -log10(IC50 in M); higher means more potent). Dataset: bindingdb_ic50. From a dataset of Drug-target binding data from BindingDB using IC50 measurements. (1) The compound is CCCCCC1CCCc2c1nc1ccccc1c2O. The target protein sequence is MLRHSCLREKGNLIGGSLLRGISAQLRAAGGGTFRSFHSYRSFCSFCIFRRANKADANWYGCFPGHVAGGATCGPLRGDCAERHKLMAHVRRFSGESTRAKGGDKREGDIEGNRTNGSDKTKQLEEEMKKLNEQIAREKGNHKKALLFIFTCVVALYMYFESYDPEFFLYDVFLKMLLKYVDGETCHELFLLMGKYKLLPYDTGKDNIYSCSEIKGLNFINPFGVAAGFDKNGVCIDGILKLGFSFIEIGTITPKAQKGNERPRIFRDLETRSIINSCGFNNMGCDEVCKNLKRFRERQKTDKLLQRHLVGVSLGKNKDSPDILQDLSYCIGKIGRYADYIAINVSSPNTPGLRDHQKGERLHGIIQRVKEEVAKLDGGGAPLGGATTGGAAMGGATTGEAVVGKAPPDEAATGGEPWANTTKRRPLIFVKLAPDLEEGERKSIANVLLNAEVDGMIICNTTTQKFNIKSFEDKKGGVSGEKLKGVSTHMISQMYNYTNG.... The pIC50 is 6.3. (2) The compound is COCC(F)(F)c1cnc(C(=O)Nc2csc([C@]34CO[C@@H](C)C[C@H]3CSC(N)=N4)n2)cn1. The target protein sequence is MAQALPWLLLWMGAGVLPAHGTQHGIRLPLRSGLGGAPLGLRLPRETDEEPEEPGRRGSFVEMVDNLRGKSGQGYYVEMTVGSPPQTLNILVDTGSSNFAVGAAPHPFLHRYYQRQLSSTYRDLRKGVYVPYTQGKWEGELGTDLLCGAGFPLNQSEVLASVGGSMIIGGIDHSLYTGSLWYTPIRREWYYEVIIVRVEINGQDLKMDCKEYNYDKSIVDSGTTNLRLPKKVFEAAVKSIKAASSTEKFPDGFWLGEQLVCWQAGTTPWNIFPVISLYLMGEVTNQSFRITILPQQYLRPVEDVATSQDDCYKFAISQSSTGTVMGAVIMEGFYVVFDRARKRIGFAVSACHVHDEFRTAAVEGPFVTLDMEDCGYNIPQTDESTLMTIAYVMAAICALFMLPLCLMVCQWCCLRCLRQQHDDFADDISLLK. The pIC50 is 6.7. (3) The compound is COc1ccc2c(c1)CCC(Cc1ccccc1C(F)(F)F)C2=O. The target protein (Q02318) has sequence MAALGCARLRWALRGAGRGLCPHGARAKAAIPAALPSDKATGAPGAGPGVRRRQRSLEEIPRLGQLRFFFQLFVQGYALQLHQLQVLYKAKYGPMWMSYLGPQMHVNLASAPLLEQVMRQEGKYPVRNDMELWKEHRDQHDLTYGPFTTEGHHWYQLRQALNQRLLKPAEAALYTDAFNEVIDDFMTRLDQLRAESASGNQVSDMAQLFYYFALEAICYILFEKRIGCLQRSIPEDTVTFVRSIGLMFQNSLYATFLPKWTRPVLPFWKRYLDGWNAIFSFGKKLIDEKLEDMEAQLQAAGPDGIQVSGYLHFLLASGQLSPREAMGSLPELLMAGVDTTSNTLTWALYHLSKDPEIQEALHEEVVGVVPAGQVPQHKDFAHMPLLKAVLKETLRLYPVVPTNSRIIEKEIEVDGFLFPKNTQFVFCHYVVSRDPTAFSEPESFQPHRWLRNSQPATPRIQHPFGSVPFGYGVRACLGRRIAELEMQLLLARLIQKYKVV.... The pIC50 is 5.3. (4) The compound is CSc1c2n(c3cc(Cl)ccc13)CCN(Cc1cnc(N)nc1N)C2. The target protein (Q8NWQ9) has sequence MTLSILVAHDLQRVIGFENQLPWHLPNDLKHVKKLSTGHTLVMGRKTFESIGKPLPNRRNVVLTSDTSFNVVGVDVIHSIEDIYQLPGHVFIFGGQILFEEMIDKVDDMYITVIEGKFRGDTFFPPYTFEDWEVASSVEGKLDEKNTIPHTFLHLIRKK. The pIC50 is 7.1. (5) The compound is COCCC(=O)N1CCN(c2ccc(Nc3ccnc4ccc(-c5cnc6ccccc6c5)cc34)cc2C(F)(F)F)CC1. The target protein (Q9JLN9) has sequence MLGTGPAVATASAATSSNVSVLQQFASGLKSRNEETRAKAAKELQHYVTMELREMSQEESTRFYDQLNHHIFELVSSSDANERKGGILAIASLIGVEGGNSTRIGRFANYLRNLLPSSDPVVMEMASKAIGRLAMAGDTFTAEYVEFEVKRALEWLGADRNEGRRHAAVLVLRELAISVPTFFFQQVQPFFDNIFVAVWDPKQAIREGAVAALRACLILTTQREPKEMQKPQWYRHTFEEAEKGFDETLAKEKGMNRDDRIHGALLILNELVRISSMEGERLREEMEEITQQQLVHDKYCKDLMGFGTKPRHITPFTSFQAVQPQQPNALVGLLGYSSPQGLMGFGTSPSPAKSTLVESRCCRDLMEEKFDQVCQWVLKCRSSKNSLIQMTILNLLPRLAAFRPSAFTDTQYLQDTMNHVLSCVKKEKERTAAFQALGLLSVAVRSEFKVYLPRVLDIIRAALPPKDFAHKRQKTVQVDATVFTCISMLARAMGPGIQQD.... The pIC50 is 6.5.